This data is from Full USPTO retrosynthesis dataset with 1.9M reactions from patents (1976-2016). The task is: Predict the reactants needed to synthesize the given product. (1) Given the product [CH2:9]([F:13])[O:8][CH:3]([C:4]([F:7])([F:6])[F:5])[C:2]([F:12])([F:11])[F:1], predict the reactants needed to synthesize it. The reactants are: [F:1][C:2]([F:12])([F:11])[CH:3]([O:8][CH2:9]Br)[C:4]([F:7])([F:6])[F:5].[F-:13].[K+].S1(CCCC1)(=O)=O.C(O)COCCOCCO. (2) Given the product [CH2:12]([N:4]1[C:3](=[O:14])[C:2]2[NH:1][C:16]([CH2:15][OH:17])=[N:8][C:7]=2[N:6]([CH2:9][CH3:10])[C:5]1=[O:11])[CH3:13], predict the reactants needed to synthesize it. The reactants are: [NH2:1][C:2]1[C:3](=[O:14])[N:4]([CH2:12][CH3:13])[C:5](=[O:11])[N:6]([CH2:9][CH3:10])[C:7]=1[NH2:8].[CH2:15]([OH:17])[CH3:16].[OH-].[Na+].C(O)(=O)C. (3) Given the product [OH:1][C:2]1[CH:10]=[CH:9][C:8]([OH:11])=[CH:7][C:3]=1[C:4]([O:6][CH2:13][CH2:14][CH2:15][CH2:16][CH2:17][CH2:18][CH3:19])=[O:5], predict the reactants needed to synthesize it. The reactants are: [OH:1][C:2]1[CH:10]=[CH:9][C:8]([OH:11])=[CH:7][C:3]=1[C:4]([OH:6])=[O:5].Br[CH2:13][CH2:14][CH2:15][CH2:16][CH2:17][CH2:18][CH3:19].C(#N)C. (4) The reactants are: [C:1]([N:4]1[C:13]2[C:8](=[CH:9][C:10]([NH2:14])=[CH:11][CH:12]=2)[C:7]([C:16]2[CH:21]=[CH:20][CH:19]=[CH:18][CH:17]=2)([CH3:15])[CH2:6][C:5]1([CH3:23])[CH3:22])(=[O:3])[CH3:2].[O:24]1[CH:28]=[CH:27][CH:26]=[C:25]1[C:29](Cl)=[O:30].C(N(CC)C(C)C)(C)C. Given the product [C:1]([N:4]1[C:13]2[C:8](=[CH:9][C:10]([NH:14][C:29]([C:25]3[O:24][CH:28]=[CH:27][CH:26]=3)=[O:30])=[CH:11][CH:12]=2)[C:7]([C:16]2[CH:21]=[CH:20][CH:19]=[CH:18][CH:17]=2)([CH3:15])[CH2:6][C:5]1([CH3:23])[CH3:22])(=[O:3])[CH3:2], predict the reactants needed to synthesize it. (5) Given the product [CH2:1]([NH:3][C:4]([C:6]1[C:10]([C:11]2[CH:12]=[CH:13][C:14]([CH2:17][N:45]3[CH2:50][CH2:49][O:48][CH2:47][CH2:46]3)=[CH:15][CH:16]=2)=[C:9]([C:19]2[CH:24]=[C:23]([CH2:25][CH:26]([CH3:28])[CH3:27])[C:22]([O:29][CH2:30][C:31]3[CH:32]=[CH:33][CH:34]=[CH:35][CH:36]=3)=[CH:21][C:20]=2[O:37][CH2:38][C:39]2[CH:40]=[CH:41][CH:42]=[CH:43][CH:44]=2)[O:8][N:7]=1)=[O:5])[CH3:2], predict the reactants needed to synthesize it. The reactants are: [CH2:1]([NH:3][C:4]([C:6]1[C:10]([C:11]2[CH:16]=[CH:15][C:14]([CH:17]=O)=[CH:13][CH:12]=2)=[C:9]([C:19]2[CH:24]=[C:23]([CH2:25][CH:26]([CH3:28])[CH3:27])[C:22]([O:29][CH2:30][C:31]3[CH:36]=[CH:35][CH:34]=[CH:33][CH:32]=3)=[CH:21][C:20]=2[O:37][CH2:38][C:39]2[CH:44]=[CH:43][CH:42]=[CH:41][CH:40]=2)[O:8][N:7]=1)=[O:5])[CH3:2].[NH:45]1[CH2:50][CH2:49][O:48][CH2:47][CH2:46]1.C(O)(=O)C.C([BH3-])#N.[Na+].